Predict the reactants needed to synthesize the given product. From a dataset of Full USPTO retrosynthesis dataset with 1.9M reactions from patents (1976-2016). (1) Given the product [I:1][C:9]1[CH:8]=[CH:7][C:6]([N:10]2[CH2:14][C@H:13]([CH2:15][OH:16])[O:12][C:11]2=[O:17])=[CH:5][C:4]=1[F:3], predict the reactants needed to synthesize it. The reactants are: [I-:1].O.[F:3][C:4]1[CH:5]=[C:6]([N:10]2[CH2:14][C@H:13]([CH2:15][OH:16])[O:12][C:11]2=[O:17])[CH:7]=[CH:8][CH:9]=1. (2) Given the product [N+:1]([C:4]1[C:9]([N+:10]([O-:12])=[O:11])=[CH:8][C:7]2[NH:13][C:18]([CH:17]([OH:21])[C:16]([F:23])([F:22])[F:15])=[N:14][C:6]=2[CH:5]=1)([O-:3])=[O:2], predict the reactants needed to synthesize it. The reactants are: [N+:1]([C:4]1[CH:5]=[C:6]([NH2:14])[C:7]([NH2:13])=[CH:8][C:9]=1[N+:10]([O-:12])=[O:11])([O-:3])=[O:2].[F:15][C:16]([F:23])([F:22])[CH:17]([OH:21])[C:18](O)=O.Cl.C(=O)(O)[O-].[Na+]. (3) Given the product [CH3:20][C:21]([CH3:24])([CH2:22][CH3:23])[C:3](=[O:5])[C:2]([CH:7]1[CH2:12][CH2:11][CH2:10][NH:9][N:8]1[CH2:13][C:14]1[CH:19]=[CH:18][CH:17]=[CH:16][CH:15]=1)=[O:1], predict the reactants needed to synthesize it. The reactants are: [O:1]=[C:2]([CH:7]1[CH2:12][CH2:11][CH2:10][NH:9][N:8]1[CH2:13][C:14]1[CH:19]=[CH:18][CH:17]=[CH:16][CH:15]=1)[C:3]([O:5]C)=O.[CH3:20][C:21]([Mg]Cl)([CH3:24])[CH2:22][CH3:23].[Cl-].[NH4+]. (4) Given the product [Br:21][C:2]1[CH:3]=[C:4]([CH:8]=[CH:9][C:10]=1[C:11]([F:14])([F:13])[F:12])[C:5]([OH:7])=[O:6], predict the reactants needed to synthesize it. The reactants are: N[C:2]1[CH:3]=[C:4]([CH:8]=[CH:9][C:10]=1[C:11]([F:14])([F:13])[F:12])[C:5]([OH:7])=[O:6].N([O-])=O.[Na+].[OH-].[Na+].[BrH:21]. (5) Given the product [OH:22][CH2:16][CH2:17][CH2:18][CH2:19][CH2:20][CH2:21][O:2][C:3]1[CH:8]=[CH:7][C:6]([S:9]([O-:12])(=[O:10])=[O:11])=[CH:5][CH:4]=1.[Na+:1], predict the reactants needed to synthesize it. The reactants are: [Na+:1].[OH:2][C:3]1[CH:8]=[CH:7][C:6]([S:9]([O-:12])(=[O:11])=[O:10])=[CH:5][CH:4]=1.[OH-].[K+].Br[CH:16]([OH:22])[CH2:17][CH2:18][CH2:19][CH2:20][CH3:21]. (6) Given the product [Cl:1][C:2]1[CH:3]=[CH:4][C:5]2[C:11]3[N:33]=[C:32]([NH:31][C:27]4[CH:26]=[C:25]([CH:30]=[CH:29][CH:28]=4)[C:23]#[N:24])[N:34]=[CH:13][C:10]=3[CH2:9][C:8](=[O:17])[NH:7][C:6]=2[CH:18]=1, predict the reactants needed to synthesize it. The reactants are: [Cl:1][C:2]1[CH:3]=[CH:4][C:5]2[C:11](=O)[C:10](=[CH:13]N(C)C)[CH2:9][C:8](=[O:17])[NH:7][C:6]=2[CH:18]=1.[N+]([O-])(O)=O.[C:23]([C:25]1[CH:26]=[C:27]([NH:31][C:32]([NH2:34])=[NH:33])[CH:28]=[CH:29][CH:30]=1)#[N:24]. (7) Given the product [CH3:1][O:2][CH2:3][C@H:4]([CH3:25])[O:5][C:6]1[CH:7]=[C:8]([CH:11]=[C:12]([O:14][C:15]2[CH:20]=[CH:19][C:18]([S:21]([CH3:24])(=[O:23])=[O:22])=[CH:17][CH:16]=2)[CH:13]=1)[C:9]([OH:27])=[O:26], predict the reactants needed to synthesize it. The reactants are: [CH3:1][O:2][CH2:3][C@H:4]([CH3:25])[O:5][C:6]1[CH:7]=[C:8]([CH:11]=[C:12]([O:14][C:15]2[CH:20]=[CH:19][C:18]([S:21]([CH3:24])(=[O:23])=[O:22])=[CH:17][CH:16]=2)[CH:13]=1)[C:9]#N.[OH2:26].[OH-:27].[Na+].Cl.